Dataset: NCI-60 drug combinations with 297,098 pairs across 59 cell lines. Task: Regression. Given two drug SMILES strings and cell line genomic features, predict the synergy score measuring deviation from expected non-interaction effect. (1) Drug 1: C1=C(C(=O)NC(=O)N1)N(CCCl)CCCl. Drug 2: C(CN)CNCCSP(=O)(O)O. Cell line: SNB-19. Synergy scores: CSS=40.7, Synergy_ZIP=4.02, Synergy_Bliss=7.74, Synergy_Loewe=-20.5, Synergy_HSA=1.89. (2) Drug 1: C1=NC2=C(N1)C(=S)N=C(N2)N. Drug 2: C1=CN(C(=O)N=C1N)C2C(C(C(O2)CO)O)O.Cl. Cell line: SF-539. Synergy scores: CSS=27.0, Synergy_ZIP=-15.3, Synergy_Bliss=-14.5, Synergy_Loewe=-10.1, Synergy_HSA=-8.79. (3) Cell line: BT-549. Synergy scores: CSS=16.1, Synergy_ZIP=-6.56, Synergy_Bliss=6.05, Synergy_Loewe=-3.93, Synergy_HSA=4.20. Drug 2: C(CCl)NC(=O)N(CCCl)N=O. Drug 1: C1CCC(CC1)NC(=O)N(CCCl)N=O. (4) Drug 1: CN1CCC(CC1)COC2=C(C=C3C(=C2)N=CN=C3NC4=C(C=C(C=C4)Br)F)OC. Cell line: SNB-19. Drug 2: CN(C(=O)NC(C=O)C(C(C(CO)O)O)O)N=O. Synergy scores: CSS=-0.476, Synergy_ZIP=-1.87, Synergy_Bliss=-7.23, Synergy_Loewe=-7.72, Synergy_HSA=-7.26.